Dataset: Full USPTO retrosynthesis dataset with 1.9M reactions from patents (1976-2016). Task: Predict the reactants needed to synthesize the given product. (1) The reactants are: [C:1]1([C:7]2[N:8]=[C:9]([NH2:12])[S:10][CH:11]=2)[CH:6]=[CH:5][CH:4]=[CH:3][CH:2]=1.[CH:13]([C:15]1[CH:34]=[CH:33][C:18]([CH2:19][O:20][C:21]2[CH:26]=[CH:25][C:24]([CH2:27][CH2:28][C:29]([O:31][CH3:32])=[O:30])=[CH:23][CH:22]=2)=[CH:17][CH:16]=1)=O.C(O)(=O)C.C(=O)([O-])O.[Na+]. Given the product [C:1]1([C:7]2[N:8]=[C:9]([NH:12][CH2:13][C:15]3[CH:34]=[CH:33][C:18]([CH2:19][O:20][C:21]4[CH:26]=[CH:25][C:24]([CH2:27][CH2:28][C:29]([O:31][CH3:32])=[O:30])=[CH:23][CH:22]=4)=[CH:17][CH:16]=3)[S:10][CH:11]=2)[CH:2]=[CH:3][CH:4]=[CH:5][CH:6]=1, predict the reactants needed to synthesize it. (2) Given the product [SH:3][CH2:4][CH2:5][CH2:6][CH2:7][CH2:8][CH2:9][CH2:10][CH2:11][CH2:12][CH2:13][CH2:14][O:15][CH2:16][CH2:17][O:18][CH2:19][CH2:20][O:21][CH2:22][CH2:23][O:24][C:25]1[CH:35]=[CH:34][C:28]([O:29][CH2:30][C:31]([OH:33])=[O:32])=[CH:27][CH:26]=1, predict the reactants needed to synthesize it. The reactants are: O=C(C)[S:3][CH2:4][CH2:5][CH2:6][CH2:7][CH2:8][CH2:9][CH2:10][CH2:11][CH2:12][CH2:13][CH2:14][O:15][CH2:16][CH2:17][O:18][CH2:19][CH2:20][O:21][CH2:22][CH2:23][O:24][C:25]1[CH:35]=[CH:34][C:28]([O:29][CH2:30][C:31]([OH:33])=[O:32])=[CH:27][CH:26]=1.C(O)(=O)C.NN.